Dataset: Human liver microsome stability data. Task: Regression/Classification. Given a drug SMILES string, predict its absorption, distribution, metabolism, or excretion properties. Task type varies by dataset: regression for continuous measurements (e.g., permeability, clearance, half-life) or binary classification for categorical outcomes (e.g., BBB penetration, CYP inhibition). Dataset: hlm. (1) The drug is COc1ccc(-n2c(SCc3nc(-c4ccc(C)cc4)no3)nnc2-c2ccncc2)cc1. The result is 1 (stable in human liver microsomes). (2) The drug is COc1cc2c(Nc3c(F)ccc(O)c3C)ncnc2cc1OCCCN1CCCC1C(F)(F)F. The result is 1 (stable in human liver microsomes). (3) The compound is CC(C)(C)NC(=O)c1nn(-c2ccc(F)cc2F)c2c1C[C@H]1C[C@@H]21. The result is 0 (unstable in human liver microsomes). (4) The drug is N#Cc1cnc2c(Cl)cc(NCc3c[nH]cn3)cc2c1Nc1ccc(F)c(Cl)c1. The result is 0 (unstable in human liver microsomes).